The task is: Predict the reactants needed to synthesize the given product.. This data is from Full USPTO retrosynthesis dataset with 1.9M reactions from patents (1976-2016). (1) Given the product [Br:1][C:2]1[CH:7]=[CH:6][C:5]([C:8]2[N:9]=[C:10]([NH:13][CH:14]([C:15]([F:17])([F:16])[F:18])[CH2:19][OH:20])[S:11][CH:12]=2)=[CH:4][CH:3]=1, predict the reactants needed to synthesize it. The reactants are: [Br:1][C:2]1[CH:7]=[CH:6][C:5]([C:8]2[N:9]=[C:10]([NH:13][C@H:14]([C:19](OC)=[O:20])[C:15]([F:18])([F:17])[F:16])[S:11][CH:12]=2)=[CH:4][CH:3]=1.[H-].[Al+3].[Li+].[H-].[H-].[H-]. (2) Given the product [Br:1][C:2]1[CH:10]=[C:9]([F:11])[C:8]([F:12])=[CH:7][C:3]=1[C:4]([N:46]1[CH2:51][CH2:50][O:49][CH2:48][CH2:47]1)=[O:6], predict the reactants needed to synthesize it. The reactants are: [Br:1][C:2]1[CH:10]=[C:9]([F:11])[C:8]([F:12])=[CH:7][C:3]=1[C:4]([OH:6])=O.CCN(C(C)C)C(C)C.CN(C(ON1N=NC2C=CC=NC1=2)=[N+](C)C)C.F[P-](F)(F)(F)(F)F.[NH:46]1[CH2:51][CH2:50][O:49][CH2:48][CH2:47]1.